This data is from Full USPTO retrosynthesis dataset with 1.9M reactions from patents (1976-2016). The task is: Predict the reactants needed to synthesize the given product. (1) Given the product [Cl:18][C:19]1[CH:20]=[C:21]([CH:24]=[C:25]([Cl:27])[CH:26]=1)[CH2:22][NH:1][C@@H:2]([CH3:17])[C@@H:3]([C:5]1[CH:6]=[CH:7][C:8]([OH:16])=[C:9]([NH:11][S:12]([CH3:15])(=[O:14])=[O:13])[CH:10]=1)[OH:4], predict the reactants needed to synthesize it. The reactants are: [NH2:1][C@@H:2]([CH3:17])[C@@H:3]([C:5]1[CH:6]=[CH:7][C:8]([OH:16])=[C:9]([NH:11][S:12]([CH3:15])(=[O:14])=[O:13])[CH:10]=1)[OH:4].[Cl:18][C:19]1[CH:20]=[C:21]([CH:24]=[C:25]([Cl:27])[CH:26]=1)[CH:22]=O.O. (2) Given the product [CH2:19]([O:8][CH:7]([O:29][CH2:25][CH2:26][CH2:27][CH3:28])[C:6]1[CH:9]=[C:2]([F:1])[CH:3]=[CH:4][C:5]=1[N+:10]([O-:12])=[O:11])[CH2:14][CH2:15][CH3:16], predict the reactants needed to synthesize it. The reactants are: [F:1][C:2]1[CH:3]=[CH:4][C:5]([N+:10]([O-:12])=[O:11])=[C:6]([CH:9]=1)[CH:7]=[O:8].O.[C:14]1(C)[CH:19]=CC(S(O)(=O)=O)=[CH:16][CH:15]=1.[CH2:25]([OH:29])[CH2:26][CH2:27][CH3:28]. (3) Given the product [NH2:15][C:14]1[N:39]([CH2:35][CH:36]([CH3:38])[CH3:37])[C:5]([CH2:6][CH2:1][CH3:11])=[N:12][C:13]=1[C:16]#[N:17], predict the reactants needed to synthesize it. The reactants are: [C:1]1([CH3:11])[CH:6]=[CH:5]C(S(O)(=O)=O)=CC=1.[NH2:12][CH:13]([C:16]#[N:17])[C:14]#[N:15].C(N(CC)CC)C.C(OC)(OC)(OC)CCC.[CH2:35]([NH2:39])[CH:36]([CH3:38])[CH3:37]. (4) Given the product [CH3:14][O:15][C:2]1[CH:7]=[C:6]([C:8]([F:11])([F:10])[F:9])[N:5]=[C:4]([CH3:12])[C:3]=1[OH:13], predict the reactants needed to synthesize it. The reactants are: Br[C:2]1[CH:7]=[C:6]([C:8]([F:11])([F:10])[F:9])[N:5]=[C:4]([CH3:12])[C:3]=1[OH:13].[CH3:14][O-:15].[Na+]. (5) Given the product [CH3:25][O:24][C:7]1[CH:6]=[CH:5][C:4]2[N:3]=[C:2]([NH:35][C:34]3[CH:36]=[CH:37][C:31]([C:30]4[NH:29][N:28]=[N:27][N:26]=4)=[CH:32][CH:33]=3)[C:11]3[NH:12][N:13]=[CH:14][C:10]=3[C:9]=2[CH:8]=1, predict the reactants needed to synthesize it. The reactants are: Cl[C:2]1[C:11]2=[N:12][N:13](CC3C=CC(OC)=CC=3)[CH:14]=[C:10]2[C:9]2[CH:8]=[C:7]([O:24][CH3:25])[CH:6]=[CH:5][C:4]=2[N:3]=1.[NH:26]1[C:30]([C:31]2[CH:37]=[CH:36][C:34]([NH2:35])=[CH:33][CH:32]=2)=[N:29][N:28]=[N:27]1.Cl. (6) Given the product [F:3][C:4]1[CH:9]=[CH:8][C:7]([CH2:10][N:11]2[CH2:12][CH2:13][O:14][CH2:15][CH2:16]2)=[CH:6][C:5]=1[C:17](=[O:19])[CH2:18][C:20]([O:21][CH2:22][CH3:23])=[O:24], predict the reactants needed to synthesize it. The reactants are: [H-].[Na+].[F:3][C:4]1[CH:9]=[CH:8][C:7]([CH2:10][N:11]2[CH2:16][CH2:15][O:14][CH2:13][CH2:12]2)=[CH:6][C:5]=1[C:17](=[O:19])[CH3:18].[C:20](=O)([O:24]CC)[O:21][CH2:22][CH3:23].